This data is from Full USPTO retrosynthesis dataset with 1.9M reactions from patents (1976-2016). The task is: Predict the reactants needed to synthesize the given product. (1) Given the product [N:4]1([C:7]2[CH:13]=[CH:12][C:10]([NH:11][C:43]([C:31]3[O:32][C:33]4[C:28]([C:29](=[O:46])[CH:30]=3)=[CH:27][C:26]([O:25][CH2:23][CH3:24])=[CH:35][C:34]=4[N:36]3[CH2:41][CH2:40][N:39]([CH3:42])[CH2:38][CH2:37]3)=[O:44])=[CH:9][CH:8]=2)[CH2:3][CH2:2][O:1][CH2:6][CH2:5]1, predict the reactants needed to synthesize it. The reactants are: [O:1]1[CH2:6][CH2:5][N:4]([C:7]2[CH:13]=[CH:12][C:10]([NH2:11])=[CH:9][CH:8]=2)[CH2:3][CH2:2]1.C(N(C(C)C)C(C)C)C.[CH2:23]([O:25][C:26]1[CH:27]=[C:28]2[C:33](=[C:34]([N:36]3[CH2:41][CH2:40][N:39]([CH3:42])[CH2:38][CH2:37]3)[CH:35]=1)[O:32][C:31]([C:43](Cl)=[O:44])=[CH:30][C:29]2=[O:46])[CH3:24]. (2) Given the product [N+:13]([N:9]1[CH:8]=[C:7]2[C:11]([CH:12]=[C:4]([N+:1]([O-:3])=[O:2])[CH:5]=[CH:6]2)=[N:10]1)([O-:15])=[O:14], predict the reactants needed to synthesize it. The reactants are: [N+:1]([C:4]1[CH:12]=[C:11]2[C:7]([CH:8]=[N:9][NH:10]2)=[CH:6][CH:5]=1)([O-:3])=[O:2].[N+:13]([O-])([OH:15])=[O:14].CC(OC(C)=O)=O. (3) Given the product [F:34][C:23]1([F:22])[O:27][C:26]2[CH:28]=[CH:29][C:30]([CH2:32][NH:33][C:8]([NH:9][C:10]3[C:19]4[CH2:18][C@H:17]([OH:20])[CH2:16][CH2:15][C:14]=4[CH:13]=[CH:12][CH:11]=3)=[O:21])=[CH:31][C:25]=2[O:24]1, predict the reactants needed to synthesize it. The reactants are: C1(O[C:8](=[O:21])[NH:9][C:10]2[C:19]3[CH2:18][C@H:17]([OH:20])[CH2:16][CH2:15][C:14]=3[CH:13]=[CH:12][CH:11]=2)C=CC=CC=1.[F:22][C:23]1([F:34])[O:27][C:26]2[CH:28]=[CH:29][C:30]([CH2:32][NH2:33])=[CH:31][C:25]=2[O:24]1. (4) Given the product [CH2:33]([O:14][C:13](=[O:15])[C:12]1[CH:11]=[CH:10][C:9]([NH:8][C:6](=[O:7])[C:5]2[CH:18]=[CH:19][C:2]([Cl:1])=[C:3]([NH:20][S:21]([C:24]3[CH:29]=[C:28]([Cl:30])[CH:27]=[CH:26][C:25]=3[Cl:31])(=[O:22])=[O:23])[CH:4]=2)=[CH:17][CH:16]=1)[CH3:34], predict the reactants needed to synthesize it. The reactants are: [Cl:1][C:2]1[CH:19]=[CH:18][C:5]([C:6]([NH:8][C:9]2[CH:17]=[CH:16][C:12]([C:13]([OH:15])=[O:14])=[CH:11][CH:10]=2)=[O:7])=[CH:4][C:3]=1[NH:20][S:21]([C:24]1[CH:29]=[C:28]([Cl:30])[CH:27]=[CH:26][C:25]=1[Cl:31])(=[O:23])=[O:22].Cl[C:33]1C=CC(Cl)=C[C:34]=1S(Cl)(=O)=O. (5) Given the product [Br:12][C:13]1[N:14]=[CH:15][C:16]([NH:19][C:6]2[CH:7]=[CH:8][C:3]([O:2][CH3:1])=[CH:4][CH:5]=2)=[N:17][CH:18]=1, predict the reactants needed to synthesize it. The reactants are: [CH3:1][O:2][C:3]1[CH:8]=[CH:7][C:6](B(O)O)=[CH:5][CH:4]=1.[Br:12][C:13]1[N:14]=[CH:15][C:16]([NH2:19])=[N:17][CH:18]=1. (6) The reactants are: C[O:2][C:3]([CH:5]1[CH2:9][CH2:8][CH2:7][N:6]1[CH2:10][CH3:11])=O.[NH3:12]. Given the product [CH2:10]([N:6]1[CH2:7][CH2:8][CH2:9][CH:5]1[C:3]([NH2:12])=[O:2])[CH3:11], predict the reactants needed to synthesize it. (7) The reactants are: C[O:2][C:3]([C:5]1[NH:6][N:7]=[C:8]([O:10][CH2:11][C:12]2[C:13]([CH2:18][CH2:19][CH2:20][CH3:21])=[N:14][O:15][C:16]=2[CH3:17])[CH:9]=1)=[O:4].COC(C1NN=C(OCC2C(C3C=CC(F)=CC=3)=NOC=2C)C=1)=O. Given the product [CH2:18]([C:13]1[C:12]([CH2:11][O:10][C:8]2[CH:9]=[C:5]([C:3]([OH:4])=[O:2])[NH:6][N:7]=2)=[C:16]([CH3:17])[O:15][N:14]=1)[CH2:19][CH2:20][CH3:21], predict the reactants needed to synthesize it.